From a dataset of NCI-60 drug combinations with 297,098 pairs across 59 cell lines. Regression. Given two drug SMILES strings and cell line genomic features, predict the synergy score measuring deviation from expected non-interaction effect. (1) Drug 1: C1CCC(C(C1)N)N.C(=O)(C(=O)[O-])[O-].[Pt+4]. Drug 2: CC(C)CN1C=NC2=C1C3=CC=CC=C3N=C2N. Cell line: M14. Synergy scores: CSS=3.60, Synergy_ZIP=-0.0109, Synergy_Bliss=2.52, Synergy_Loewe=-0.587, Synergy_HSA=-1.31. (2) Drug 1: CC12CCC(CC1=CCC3C2CCC4(C3CC=C4C5=CN=CC=C5)C)O. Drug 2: C(=O)(N)NO. Cell line: SN12C. Synergy scores: CSS=2.37, Synergy_ZIP=-1.22, Synergy_Bliss=0.992, Synergy_Loewe=1.06, Synergy_HSA=1.46.